From a dataset of Full USPTO retrosynthesis dataset with 1.9M reactions from patents (1976-2016). Predict the reactants needed to synthesize the given product. Given the product [OH:28][C@:12]1([CH3:11])[C:16]2([CH2:21][C:20]([CH3:22])([CH3:23])[CH2:19][C:18]([CH3:25])([CH3:24])[CH2:17]2)[C@H:15]([CH3:26])[CH2:14][C:13]1=[O:27], predict the reactants needed to synthesize it. The reactants are: CS(C)=O.C(Cl)(=O)C(Cl)=O.[CH3:11][C@@:12]1([OH:28])[C:16]2([CH2:21][C:20]([CH3:23])([CH3:22])[CH2:19][C:18]([CH3:25])([CH3:24])[CH2:17]2)[C@H:15]([CH3:26])[CH2:14][C@@H:13]1[OH:27].CCN(CC)CC.